Predict which catalyst facilitates the given reaction. From a dataset of Catalyst prediction with 721,799 reactions and 888 catalyst types from USPTO. (1) Reactant: [O:1]([C:8]1[CH:17]=[CH:16][C:15]2[C:10](=[C:11]([C:18]([OH:20])=[O:19])[CH:12]=[CH:13][CH:14]=2)[N:9]=1)[C:2]1[CH:7]=[CH:6][CH:5]=[CH:4][CH:3]=1.[Cl:21][C:22]1[C:27]([NH2:28])=[C:26]([NH2:29])[CH:25]=[CH:24][N:23]=1.CN(C(ON1N=NC2C=CC=NC1=2)=[N+](C)C)C.F[P-](F)(F)(F)(F)F.CCN(C(C)C)C(C)C. Product: [NH2:28][C:27]1[C:22]([Cl:21])=[N:23][CH:24]=[CH:25][C:26]=1[NH:29][C:18]([C:11]1[CH:12]=[CH:13][CH:14]=[C:15]2[C:10]=1[N:9]=[C:8]([O:1][C:2]1[CH:3]=[CH:4][CH:5]=[CH:6][CH:7]=1)[CH:17]=[CH:16]2)=[O:20].[NH2:29][C:26]1[CH:25]=[CH:24][N:23]=[C:22]([Cl:21])[C:27]=1[NH:28][C:18]([C:11]1[CH:12]=[CH:13][CH:14]=[C:15]2[C:10]=1[N:9]=[C:8]([O:1][C:2]1[CH:7]=[CH:6][CH:5]=[CH:4][CH:3]=1)[CH:17]=[CH:16]2)=[O:19]. The catalyst class is: 31. (2) Reactant: C1(P(C2C=CC=CC=2)C2C=CC=CC=2)C=CC=CC=1.N1C=CN=C1.[C:25]([C@H:29]1[CH2:38][CH2:37][C@H:36]2[C@@:39]3([CH:59]=[CH2:60])[C@H:48]([C@@H:49]([CH2:51][CH2:52][CH2:53][CH2:54][CH2:55]O)[CH2:50][C@:30]12[CH2:31][O:32][SiH:33]([CH3:35])[CH3:34])[C:47]1[CH:46]=[CH:45][C:44]([O:57][CH3:58])=[CH:43][C:42]=1[CH2:41][CH2:40]3)([CH3:28])([CH3:27])[CH3:26].[Br:61]C(Br)(Br)Br. Product: [Br:61][CH2:55][CH2:54][CH2:53][CH2:52][CH2:51][C@H:49]1[CH2:50][C@@:30]2([CH2:31][O:32][SiH:33]([CH3:35])[CH3:34])[C@@H:36]([CH2:37][CH2:38][C@@H:29]2[C:25]([CH3:26])([CH3:28])[CH3:27])[C@@:39]2([CH:59]=[CH2:60])[C@H:48]1[C:47]1[CH:46]=[CH:45][C:44]([O:57][CH3:58])=[CH:43][C:42]=1[CH2:41][CH2:40]2. The catalyst class is: 4. (3) Reactant: [C:1]([C:4]1[CH:5]=[CH:6][CH:7]=[C:8]2[C:12]=1[NH:11][C:10]([C:13]([O:15]CC)=[O:14])=[CH:9]2)([CH3:3])=[CH2:2].[Li+].[OH-]. Product: [C:1]([C:4]1[CH:5]=[CH:6][CH:7]=[C:8]2[C:12]=1[NH:11][C:10]([C:13]([OH:15])=[O:14])=[CH:9]2)([CH3:3])=[CH2:2]. The catalyst class is: 38. (4) Reactant: Br[C:2]1[CH:3]=[C:4]2[CH:10]=[CH:9][N:8]([Si:11]([C:14]([CH3:17])([CH3:16])[CH3:15])([CH3:13])[CH3:12])[C:5]2=[N:6][CH:7]=1.[CH2:18]([Li])CCC.CCCCCC.CI. Product: [C:14]([Si:11]([CH3:13])([CH3:12])[N:8]1[C:5]2=[N:6][CH:7]=[C:2]([CH3:18])[CH:3]=[C:4]2[CH:10]=[CH:9]1)([CH3:17])([CH3:16])[CH3:15]. The catalyst class is: 7. (5) Reactant: [OH-].[Na+].[CH2:3]([O:14][C:15]1[CH:24]=[CH:23][CH:22]=[CH:21][C:16]=1[C:17]([O:19]C)=[O:18])[CH2:4][CH2:5]/[CH:6]=[CH:7]\[CH2:8][CH2:9][CH2:10][CH2:11][CH2:12][CH3:13]. Product: [CH2:3]([O:14][C:15]1[CH:24]=[CH:23][CH:22]=[CH:21][C:16]=1[C:17]([OH:19])=[O:18])[CH2:4][CH2:5]/[CH:6]=[CH:7]\[CH2:8][CH2:9][CH2:10][CH2:11][CH2:12][CH3:13]. The catalyst class is: 5. (6) Reactant: [C:1]([N:8]1[CH2:13][CH2:12][N:11]([C:14](Cl)=[O:15])[CH2:10][CH2:9]1)([O:3][C:4]([CH3:7])([CH3:6])[CH3:5])=[O:2].[N:17]1C=CC=C[CH:18]=1.CN. Product: [C:1]([N:8]1[CH2:13][CH2:12][N:11]([C:14](=[O:15])[NH:17][CH3:18])[CH2:10][CH2:9]1)([O:3][C:4]([CH3:7])([CH3:6])[CH3:5])=[O:2]. The catalyst class is: 4. (7) Reactant: FC(F)(F)C1C=C(C=C(C(F)(F)F)C=1)CN(C[C:15]1[C:16]([N:22]([CH2:25][CH:26]2[CH2:30][CH2:29][CH2:28][CH2:27]2)CC)=NC=C(Br)C=1)C1N=NN(C)N=1.CC([O-])=O.[K+].O. Product: [CH:26]1([CH2:25][NH:22][CH2:16][CH3:15])[CH2:30][CH2:29][CH2:28][CH2:27]1. The catalyst class is: 418. (8) Reactant: [CH2:1]([O:8][C:9]1[CH:17]=[C:12]2[CH2:13][NH:14][CH2:15][CH2:16][N:11]2[N:10]=1)[C:2]1[CH:7]=[CH:6][CH:5]=[CH:4][CH:3]=1.[Br:18][CH2:19][C:20](Br)=[O:21]. Product: [CH2:1]([O:8][C:9]1[CH:17]=[C:12]2[CH2:13][N:14]([C:20](=[O:21])[CH2:19][Br:18])[CH2:15][CH2:16][N:11]2[N:10]=1)[C:2]1[CH:3]=[CH:4][CH:5]=[CH:6][CH:7]=1. The catalyst class is: 2. (9) Reactant: [CH3:1][O:2][C:3]1[CH:4]=[C:5]([N:12]2[CH2:17][CH2:16][CH2:15][C@H:14]([OH:18])[CH2:13]2)[CH:6]=[CH:7][C:8]=1[N+:9]([O-])=O.O.NN. Product: [NH2:9][C:8]1[CH:7]=[CH:6][C:5]([N:12]2[CH2:17][CH2:16][CH2:15][C@H:14]([OH:18])[CH2:13]2)=[CH:4][C:3]=1[O:2][CH3:1]. The catalyst class is: 5. (10) Reactant: [C:1]([O:5][C:6]([NH:8][C@H:9]([C:14]1[CH:19]=[CH:18][C:17]([OH:20])=[CH:16][CH:15]=1)[C:10]([O:12][CH3:13])=[O:11])=[O:7])([CH3:4])([CH3:3])[CH3:2].[CH3:21][CH:22]([CH2:25][CH2:26][CH3:27])[CH2:23]O.C1(P(C2C=CC=CC=2)C2C=CC=CC=2)C=CC=CC=1.CCOC(/N=N/C(OCC)=O)=O. Product: [C:1]([O:5][C:6]([NH:8][C@H:9]([C:14]1[CH:19]=[CH:18][C:17]([O:20][CH2:21][CH:22]([CH3:23])[CH2:25][CH2:26][CH3:27])=[CH:16][CH:15]=1)[C:10]([O:12][CH3:13])=[O:11])=[O:7])([CH3:4])([CH3:2])[CH3:3]. The catalyst class is: 30.